From a dataset of NCI-60 drug combinations with 297,098 pairs across 59 cell lines. Regression. Given two drug SMILES strings and cell line genomic features, predict the synergy score measuring deviation from expected non-interaction effect. (1) Drug 1: CC1=C(C=C(C=C1)C(=O)NC2=CC(=CC(=C2)C(F)(F)F)N3C=C(N=C3)C)NC4=NC=CC(=N4)C5=CN=CC=C5. Drug 2: CCCCC(=O)OCC(=O)C1(CC(C2=C(C1)C(=C3C(=C2O)C(=O)C4=C(C3=O)C=CC=C4OC)O)OC5CC(C(C(O5)C)O)NC(=O)C(F)(F)F)O. Cell line: UACC-257. Synergy scores: CSS=65.8, Synergy_ZIP=-1.55, Synergy_Bliss=-2.79, Synergy_Loewe=0.936, Synergy_HSA=0.229. (2) Drug 1: C1CCC(C1)C(CC#N)N2C=C(C=N2)C3=C4C=CNC4=NC=N3. Drug 2: CC(CN1CC(=O)NC(=O)C1)N2CC(=O)NC(=O)C2. Cell line: SN12C. Synergy scores: CSS=34.4, Synergy_ZIP=-6.54, Synergy_Bliss=3.40, Synergy_Loewe=5.65, Synergy_HSA=6.32. (3) Synergy scores: CSS=29.0, Synergy_ZIP=-0.0525, Synergy_Bliss=0.149, Synergy_Loewe=-8.26, Synergy_HSA=3.22. Drug 2: CC1CCC2CC(C(=CC=CC=CC(CC(C(=O)C(C(C(=CC(C(=O)CC(OC(=O)C3CCCCN3C(=O)C(=O)C1(O2)O)C(C)CC4CCC(C(C4)OC)O)C)C)O)OC)C)C)C)OC. Drug 1: CC12CCC(CC1=CCC3C2CCC4(C3CC=C4C5=CN=CC=C5)C)O. Cell line: U251. (4) Drug 1: C1CCC(C1)C(CC#N)N2C=C(C=N2)C3=C4C=CNC4=NC=N3. Drug 2: C1=CC=C(C(=C1)C(C2=CC=C(C=C2)Cl)C(Cl)Cl)Cl. Cell line: SNB-75. Synergy scores: CSS=1.78, Synergy_ZIP=1.31, Synergy_Bliss=1.28, Synergy_Loewe=-2.02, Synergy_HSA=-2.34. (5) Drug 1: C1=CC(=CC=C1CCCC(=O)O)N(CCCl)CCCl. Drug 2: C1C(C(OC1N2C=C(C(=O)NC2=O)F)CO)O. Cell line: CCRF-CEM. Synergy scores: CSS=74.2, Synergy_ZIP=-2.19, Synergy_Bliss=-2.83, Synergy_Loewe=-0.0406, Synergy_HSA=2.27. (6) Drug 1: C1CCC(C1)C(CC#N)N2C=C(C=N2)C3=C4C=CNC4=NC=N3. Drug 2: C1=NC2=C(N=C(N=C2N1C3C(C(C(O3)CO)O)O)F)N. Cell line: MDA-MB-435. Synergy scores: CSS=-8.32, Synergy_ZIP=1.35, Synergy_Bliss=-6.11, Synergy_Loewe=-25.2, Synergy_HSA=-12.0. (7) Drug 1: CC12CCC(CC1=CCC3C2CCC4(C3CC=C4C5=CN=CC=C5)C)O. Drug 2: CN(CC1=CN=C2C(=N1)C(=NC(=N2)N)N)C3=CC=C(C=C3)C(=O)NC(CCC(=O)O)C(=O)O. Cell line: ACHN. Synergy scores: CSS=42.1, Synergy_ZIP=-0.470, Synergy_Bliss=-1.65, Synergy_Loewe=-54.1, Synergy_HSA=-1.45.